Dataset: Reaction yield outcomes from USPTO patents with 853,638 reactions. Task: Predict the reaction yield, written as a fraction of the theoretical maximum amount of product (1.0 means a 100% yield; for example, 0.34 means a 34% yield). (1) The reactants are [CH3:1][C:2]1[C:10]2[C:5](=[CH:6][CH:7]=[C:8]([S:11]([C:14]3[CH:19]=[CH:18][CH:17]=[CH:16][CH:15]=3)(=[O:13])=[O:12])[CH:9]=2)[N:4]([CH:20]2[CH2:25][CH2:24][N:23](C(OC(C)(C)C)=O)[CH2:22][CH2:21]2)[CH:3]=1.[ClH:33]. The catalyst is O1CCOCC1. The product is [ClH:33].[CH3:1][C:2]1[C:10]2[C:5](=[CH:6][CH:7]=[C:8]([S:11]([C:14]3[CH:19]=[CH:18][CH:17]=[CH:16][CH:15]=3)(=[O:13])=[O:12])[CH:9]=2)[N:4]([CH:20]2[CH2:25][CH2:24][NH:23][CH2:22][CH2:21]2)[CH:3]=1. The yield is 0.950. (2) The yield is 0.670. The catalyst is C1COCC1. The reactants are C(OC([N:8]1[C@@H:17]([C:18]([OH:20])=O)[CH2:16][C:15]2[C:10](=[CH:11][C:12]([OH:21])=[CH:13][CH:14]=2)[CH2:9]1)=O)(C)(C)C.[CH2:22]([C:26]1([C:36]2[CH:41]=[CH:40][CH:39]=[CH:38][CH:37]=2)[C:30]2[CH2:31][NH:32][CH2:33][CH2:34][C:29]=2[C:28](=[O:35])[O:27]1)[CH:23]([CH3:25])[CH3:24].CCN(C(C)C)C(C)C.CN([P+](ON1N=NC2C=CC=CC1=2)(N(C)C)N(C)C)C.F[P-](F)(F)(F)(F)F. The product is [OH:21][C:12]1[CH:11]=[C:10]2[C:15]([CH2:16][C@H:17]([C:18]([N:32]3[CH2:33][CH2:34][C:29]4[C:28](=[O:35])[O:27][C:26]([CH2:22][CH:23]([CH3:24])[CH3:25])([C:36]5[CH:41]=[CH:40][CH:39]=[CH:38][CH:37]=5)[C:30]=4[CH2:31]3)=[O:20])[NH:8][CH2:9]2)=[CH:14][CH:13]=1. (3) No catalyst specified. The product is [F:20][C:5]1[C:6]([C:8]2[N:12]([CH:13]3[CH2:18][CH2:17][O:16][CH2:15][CH2:14]3)[C:11]([CH3:19])=[N:10][CH:9]=2)=[N:7][C:2]([NH:21][CH:22]2[CH2:23][CH2:24][N:25]([C:28]([O:30][C:31]([CH3:34])([CH3:33])[CH3:32])=[O:29])[CH2:26][CH2:27]2)=[N:3][CH:4]=1. The yield is 0.460. The reactants are Br[C:2]1[N:7]=[C:6]([C:8]2[N:12]([CH:13]3[CH2:18][CH2:17][O:16][CH2:15][CH2:14]3)[C:11]([CH3:19])=[N:10][CH:9]=2)[C:5]([F:20])=[CH:4][N:3]=1.[NH2:21][CH:22]1[CH2:27][CH2:26][N:25]([C:28]([O:30][C:31]([CH3:34])([CH3:33])[CH3:32])=[O:29])[CH2:24][CH2:23]1. (4) The reactants are I[C:2]1[CH:3]=[C:4]2[C:9](=[CH:10][CH:11]=1)[NH:8][CH:7]([C:12]([F:15])([F:14])[F:13])[C:6]([C:16]([O:18][CH2:19][CH3:20])=[O:17])=[CH:5]2.[CH3:21][N:22](C)C=O. The catalyst is [C-]#N.[Zn+2].[C-]#N.C(OCC)(=O)C. The product is [C:21]([C:2]1[CH:3]=[C:4]2[C:9](=[CH:10][CH:11]=1)[NH:8][CH:7]([C:12]([F:15])([F:14])[F:13])[C:6]([C:16]([O:18][CH2:19][CH3:20])=[O:17])=[CH:5]2)#[N:22]. The yield is 0.480. (5) The reactants are [Cl-].[Li+].[Cu](C#N)C#N.[CH:8]1([Mg]Cl)[CH2:12][CH2:11][CH2:10][CH2:9]1.C(OCC)C.[C:20]([O:24][CH3:25])(=[O:23])[C:21]#[CH:22].[I:26]I. The catalyst is O1CCCC1. The product is [CH3:25][O:24][C:20](=[O:23])/[C:21](/[I:26])=[CH:22]\[CH:8]1[CH2:12][CH2:11][CH2:10][CH2:9]1. The yield is 0.970.